Dataset: Full USPTO retrosynthesis dataset with 1.9M reactions from patents (1976-2016). Task: Predict the reactants needed to synthesize the given product. (1) Given the product [NH3:11].[CH:39]([N:35]([CH:36]([CH3:38])[CH3:37])[CH2:34][CH2:33][C@@H:32]([C:27]1[CH:26]=[C:25]([CH2:24][CH2:23][CH2:22][CH2:21][O:20][C:17]2[CH:18]=[CH:19][C:14]([CH2:13][CH2:12][NH:11][CH2:10][C@@H:9]([C:48]3[CH:57]=[CH:56][C:55]([OH:58])=[C:54]4[C:49]=3[CH:50]=[CH:51][C:52](=[O:59])[NH:53]4)[OH:8])=[CH:15][CH:16]=2)[CH:30]=[CH:29][C:28]=1[OH:31])[C:42]1[CH:47]=[CH:46][CH:45]=[CH:44][CH:43]=1)([CH3:41])[CH3:40], predict the reactants needed to synthesize it. The reactants are: [Si]([O:8][C@H:9]([C:48]1[CH:57]=[CH:56][C:55]([OH:58])=[C:54]2[C:49]=1[CH:50]=[CH:51][C:52](=[O:59])[NH:53]2)[CH2:10][NH:11][CH2:12][CH2:13][C:14]1[CH:19]=[CH:18][C:17]([O:20][CH2:21][CH2:22][CH2:23][CH2:24][C:25]2[CH:30]=[CH:29][C:28]([OH:31])=[C:27]([C@@H:32]([C:42]3[CH:47]=[CH:46][CH:45]=[CH:44][CH:43]=3)[CH2:33][CH2:34][N:35]([CH:39]([CH3:41])[CH3:40])[CH:36]([CH3:38])[CH3:37])[CH:26]=2)=[CH:16][CH:15]=1)(C(C)(C)C)(C)C.CCN(CC)CC.F.F.F.N. (2) Given the product [F:1][C:2]1([F:27])[CH2:4][CH:3]1[CH2:5][N:6]1[C:10]2[CH:11]=[CH:12][C:13]([C:29]3[N:34]=[C:33]([C:35]([O:37][CH2:38][CH3:39])=[O:36])[CH:32]=[CH:31][C:30]=3[CH3:40])=[CH:14][C:9]=2[N:8]([CH3:24])[S:7]1(=[O:25])=[O:26], predict the reactants needed to synthesize it. The reactants are: [F:1][C:2]1([F:27])[CH2:4][CH:3]1[CH2:5][N:6]1[C:10]2[CH:11]=[CH:12][C:13](B3OC(C)(C)C(C)(C)O3)=[CH:14][C:9]=2[N:8]([CH3:24])[S:7]1(=[O:26])=[O:25].Cl[C:29]1[N:34]=[C:33]([C:35]([O:37][CH2:38][CH3:39])=[O:36])[CH:32]=[CH:31][C:30]=1[CH3:40].P([O-])([O-])([O-])=O.[K+].[K+].[K+].COC1C=CC=C(OC)C=1C1C=CC=CC=1P(C1CCCCC1)C1CCCCC1.